Task: Predict the reaction yield, written as a fraction of the theoretical maximum amount of product (1.0 means a 100% yield; for example, 0.34 means a 34% yield).. Dataset: Reaction yield outcomes from USPTO patents with 853,638 reactions (1) The reactants are [CH2:1]([O:8][CH:9]1[CH2:12][N:11](C(C2C=CC=CC=2)C2C=CC=CC=2)[CH2:10]1)[C:2]1[CH:7]=[CH:6][CH:5]=[CH:4][CH:3]=1.[Cl:26]CCCl.ClC(OC(Cl)C)=O. The catalyst is CO. The product is [ClH:26].[CH2:1]([O:8][CH:9]1[CH2:10][NH:11][CH2:12]1)[C:2]1[CH:3]=[CH:4][CH:5]=[CH:6][CH:7]=1. The yield is 0.920. (2) The reactants are [CH3:1][C:2]1[CH:3]=[C:4]2[C:8](=[CH:9][CH:10]=1)[NH:7][C:6]([C:11]([OH:13])=O)=[CH:5]2.[NH2:14][C:15]1[CH:20]=[C:19]([S:21]([CH2:24][CH3:25])(=[O:23])=[O:22])[CH:18]=[CH:17][C:16]=1[OH:26].F[P-](F)(F)(F)(F)F.N1(O[P+](N(C)C)(N(C)C)N(C)C)C2C=CC=CC=2N=N1. The catalyst is CN(C=O)C.Cl. The product is [CH2:24]([S:21]([C:19]1[CH:18]=[CH:17][C:16]([OH:26])=[C:15]([NH:14][C:11]([C:6]2[NH:7][C:8]3[C:4]([CH:5]=2)=[CH:3][C:2]([CH3:1])=[CH:10][CH:9]=3)=[O:13])[CH:20]=1)(=[O:23])=[O:22])[CH3:25]. The yield is 0.150. (3) The reactants are [F:1][C:2]1[C:10]([C:11]2[CH:16]=[CH:15][C:14]([C:17]([CH3:21])([CH3:20])[CH2:18][OH:19])=[CH:13][CH:12]=2)=[C:9]([F:22])[CH:8]=[C:7]2[C:3]=1[C:4]([CH:23]=[O:24])=[CH:5][NH:6]2.Cl([O-])=[O:26].[Na+].P([O-])(O)(O)=O.[Na+].S([O-])([O-])=O.[Na+].[Na+]. The catalyst is C(#N)C.C(O)(C)(C)C.CC(=CC)C.O. The product is [F:1][C:2]1[C:10]([C:11]2[CH:12]=[CH:13][C:14]([C:17]([CH3:21])([CH3:20])[CH2:18][OH:19])=[CH:15][CH:16]=2)=[C:9]([F:22])[CH:8]=[C:7]2[C:3]=1[C:4]([C:23]([OH:26])=[O:24])=[CH:5][NH:6]2. The yield is 0.420. (4) The product is [Br:1][C:2]1[CH:10]=[C:9]2[C:5](=[CH:4][CH:3]=1)[C:6](=[O:15])[CH2:7][C:8]2([CH3:12])[CH3:11]. The reactants are [Br:1][C:2]1[CH:10]=[C:9]2[C:5]([CH2:6][CH2:7][C:8]2([CH3:12])[CH3:11])=[CH:4][CH:3]=1.C(O)(=[O:15])C. No catalyst specified. The yield is 0.760. (5) The reactants are [C:1]([N:9]1[CH2:22][CH2:21][C:20]2[C:19]3[C:18](Br)=[CH:17][CH:16]=[CH:15][C:14]=3[NH:13][C:12]=2[CH2:11][CH2:10]1)(=[O:8])[C:2]1[CH:7]=[CH:6][CH:5]=[CH:4][CH:3]=1.[C:24]1([OH:30])[CH:29]=[CH:28][CH:27]=[CH:26][CH:25]=1.C(=O)([O-])[O-].[Cs+].[Cs+]. The catalyst is CC1C=CC=CC=1C.[Cu-]=O. The product is [C:1]([N:9]1[CH2:22][CH2:21][C:20]2[C:19]3[C:18]([O:30][C:24]4[CH:29]=[CH:28][CH:27]=[CH:26][CH:25]=4)=[CH:17][CH:16]=[CH:15][C:14]=3[NH:13][C:12]=2[CH2:11][CH2:10]1)(=[O:8])[C:2]1[CH:7]=[CH:6][CH:5]=[CH:4][CH:3]=1. The yield is 0.290. (6) The reactants are [Cl:1][C:2]1[CH:3]=[C:4]([CH:6]=[CH:7][C:8]=1[CH3:9])[NH2:5].[Cl:10][CH2:11][CH2:12][CH2:13]I.C(=O)([O-])[O-].[Cs+].[Cs+].CN(C=O)C. The catalyst is O. The product is [Cl:1][C:2]1[CH:3]=[C:4]([CH:6]=[CH:7][C:8]=1[CH3:9])[NH:5][CH2:13][CH2:12][CH2:11][Cl:10]. The yield is 0.610. (7) The reactants are [Br:1][C:2]1[CH:7]=[CH:6][C:5]([N:8]2[CH:12]=[CH:11][C:10]([NH:13][C:14](=[O:23])[CH2:15][C:16]3[CH:21]=[CH:20][C:19]([F:22])=[CH:18][CH:17]=3)=[C:9]2[C:24]([O:26]CC)=O)=[CH:4][CH:3]=1.CC(C)([O-])C.[K+].Cl. The catalyst is CS(C)=O. The product is [Br:1][C:2]1[CH:3]=[CH:4][C:5]([N:8]2[C:9]3[C:24]([OH:26])=[C:15]([C:16]4[CH:17]=[CH:18][C:19]([F:22])=[CH:20][CH:21]=4)[C:14](=[O:23])[NH:13][C:10]=3[CH:11]=[CH:12]2)=[CH:6][CH:7]=1. The yield is 0.273.